From a dataset of Peptide-MHC class I binding affinity with 185,985 pairs from IEDB/IMGT. Regression. Given a peptide amino acid sequence and an MHC pseudo amino acid sequence, predict their binding affinity value. This is MHC class I binding data. The peptide sequence is KVIVYCHYY. The MHC is HLA-A02:01 with pseudo-sequence HLA-A02:01. The binding affinity (normalized) is 0.0847.